This data is from Forward reaction prediction with 1.9M reactions from USPTO patents (1976-2016). The task is: Predict the product of the given reaction. (1) The product is: [CH2:17]([O:16][N:15]1[CH:11]([N:1]2[CH2:9][CH2:8][N:7]([CH:11]3[N:15]([O:16][CH2:17][C:18]4[CH:23]=[CH:22][CH:21]=[CH:20][CH:19]=4)[C:14](=[O:24])[CH2:13][CH2:12]3)[CH2:6][CH2:5][N:4]([CH:11]3[N:15]([O:16][CH2:17][C:18]4[CH:23]=[CH:22][CH:21]=[CH:20][CH:19]=4)[C:14](=[O:24])[CH2:13][CH2:12]3)[CH2:3][CH2:2]2)[CH2:12][CH2:13][C:14]1=[O:24])[C:18]1[CH:23]=[CH:22][CH:21]=[CH:20][CH:19]=1. Given the reactants [NH:1]1[CH2:9][CH2:8][NH:7][CH2:6][CH2:5][NH:4][CH2:3][CH2:2]1.Br[CH:11]1[N:15]([O:16][CH2:17][C:18]2[CH:23]=[CH:22][CH:21]=[CH:20][CH:19]=2)[C:14](=[O:24])[CH2:13][CH2:12]1, predict the reaction product. (2) The product is: [C:16]1([CH2:15][CH2:14][CH2:13][CH2:12][CH2:11][CH2:10][C:9]([C:22]2[O:23][C:24]([C:27]3[N:36]=[CH:35][CH:34]=[CH:33][C:28]=3[C:29]([O:31][CH3:32])=[O:30])=[CH:25][N:26]=2)=[O:8])[CH:21]=[CH:20][CH:19]=[CH:18][CH:17]=1. Given the reactants [Si]([O:8][CH:9]([C:22]1[O:23][C:24]([C:27]2[N:36]=[CH:35][CH:34]=[CH:33][C:28]=2[C:29]([O:31][CH3:32])=[O:30])=[CH:25][N:26]=1)[CH2:10][CH2:11][CH2:12][CH2:13][CH2:14][CH2:15][C:16]1[CH:21]=[CH:20][CH:19]=[CH:18][CH:17]=1)(C(C)(C)C)(C)C, predict the reaction product. (3) Given the reactants [CH3:1][N:2]1[C:10]2[C:5](=[CH:6][CH:7]=[CH:8][CH:9]=2)[CH:4]=[C:3]1C=O.[CH:13]1([NH2:16])[CH2:15][CH2:14]1.C(O)(=O)C.[BH3-]C#N.[Na+], predict the reaction product. The product is: [CH:13]1([NH:16][C:3]2[N:2]([CH3:1])[C:10]3[C:5]([CH:4]=2)=[CH:6][CH:7]=[CH:8][CH:9]=3)[CH2:15][CH2:14]1. (4) Given the reactants [F:1][C:2]1[CH:3]=[C:4]([CH2:9][C:10]([OH:12])=O)[CH:5]=[C:6]([F:8])[CH:7]=1.C(Cl)(=O)C([Cl:16])=O.CN(C=O)C, predict the reaction product. The product is: [F:1][C:2]1[CH:3]=[C:4]([CH2:9][C:10]([Cl:16])=[O:12])[CH:5]=[C:6]([F:8])[CH:7]=1. (5) Given the reactants [NH2:1][C:2]1[C:11]2[C:6](=[CH:7][CH:8]=[CH:9][C:10]=2[O:12][CH2:13][C:14]([CH3:19])([CH3:18])[C:15]([OH:17])=O)[N:5]=[C:4]([CH3:20])[C:3]=1[C:21]([O:23][CH2:24][CH3:25])=[O:22].[CH:26]1([NH2:34])[CH2:33][CH2:32][CH2:31][CH2:30][CH2:29][CH2:28][CH2:27]1, predict the reaction product. The product is: [CH2:24]([O:23][C:21]([C:3]1[C:4]([CH3:20])=[N:5][C:6]2[C:11]([C:2]=1[NH2:1])=[C:10]([O:12][CH2:13][C:14]([CH3:18])([CH3:19])[C:15]([NH:34][CH:26]1[CH2:33][CH2:32][CH2:31][CH2:30][CH2:29][CH2:28][CH2:27]1)=[O:17])[CH:9]=[CH:8][CH:7]=2)=[O:22])[CH3:25]. (6) Given the reactants Br[C:2]1[CH:7]=[CH:6][C:5]2[O:8][CH2:9][O:10][C:4]=2[CH:3]=1.C([Li])CCC.[I:16]I, predict the reaction product. The product is: [I:16][C:2]1[CH:7]=[CH:6][C:5]2[O:8][CH2:9][O:10][C:4]=2[CH:3]=1.